From a dataset of Forward reaction prediction with 1.9M reactions from USPTO patents (1976-2016). Predict the product of the given reaction. (1) Given the reactants [N:1]([O-])=O.[Na+].[F:5][C:6]1[CH:11]=[CH:10][C:9]([S:12][C:13]2[CH:19]=[CH:18][C:16]([NH2:17])=[CH:15][CH:14]=2)=[CH:8][CH:7]=1.O.O.[Sn](Cl)[Cl:23], predict the reaction product. The product is: [ClH:23].[F:5][C:6]1[CH:11]=[CH:10][C:9]([S:12][C:13]2[CH:19]=[CH:18][C:16]([NH:17][NH2:1])=[CH:15][CH:14]=2)=[CH:8][CH:7]=1. (2) The product is: [CH:5]([O:4][C:2]([N:26]1[CH2:25][CH2:24][CH:23]([N:22]([C:20](=[O:21])[C:19]2[CH:18]=[CH:17][C:16]([C:15]3[CH:14]=[CH:13][N:12]=[CH:11][C:10]=3[C:8]#[N:9])=[CH:33][CH:32]=2)[CH:29]2[CH2:31][CH2:30]2)[CH2:28][CH2:27]1)=[O:3])([CH3:7])[CH3:6]. Given the reactants Cl[C:2]([O:4][CH:5]([CH3:7])[CH3:6])=[O:3].[C:8]([C:10]1[CH:11]=[N:12][CH:13]=[CH:14][C:15]=1[C:16]1[CH:33]=[CH:32][C:19]([C:20]([N:22]([CH:29]2[CH2:31][CH2:30]2)[CH:23]2[CH2:28][CH2:27][NH:26][CH2:25][CH2:24]2)=[O:21])=[CH:18][CH:17]=1)#[N:9].C(N(CC)CC)C, predict the reaction product. (3) Given the reactants [NH2:1][CH2:2][CH2:3][NH:4][C:5]1[CH:25]=[C:24]([C:26]2[N:30]=[C:29]([CH3:31])[O:28][N:27]=2)[CH:23]=[CH:22][C:6]=1[CH2:7][NH:8][C:9](=[O:21])[C:10]1[CH:15]=[C:14]([O:16][CH3:17])[C:13]([CH3:18])=[C:12]([O:19][CH3:20])[CH:11]=1.N1C=CC=CC=1.[C:38](Cl)(=[O:40])[CH3:39], predict the reaction product. The product is: [C:38]([NH:1][CH2:2][CH2:3][NH:4][C:5]1[CH:25]=[C:24]([C:26]2[N:30]=[C:29]([CH3:31])[O:28][N:27]=2)[CH:23]=[CH:22][C:6]=1[CH2:7][NH:8][C:9](=[O:21])[C:10]1[CH:15]=[C:14]([O:16][CH3:17])[C:13]([CH3:18])=[C:12]([O:19][CH3:20])[CH:11]=1)(=[O:40])[CH3:39]. (4) Given the reactants O[CH2:2][CH:3]([C:13]1[CH:18]=[CH:17][CH:16]=[C:15]([C:19]([F:22])([F:21])[F:20])[CH:14]=1)[CH2:4][NH:5][C:6](=[O:12])[O:7]C(C)(C)C.[Cl:23]S([N:27]=C=O)(=O)=O.O.C(=O)(O)[O-].[Na+], predict the reaction product. The product is: [ClH:23].[NH2:27][CH2:2][CH:3]([C:13]1[CH:18]=[CH:17][CH:16]=[C:15]([C:19]([F:22])([F:21])[F:20])[CH:14]=1)[CH2:4][NH:5][C:6](=[O:12])[OH:7]. (5) The product is: [CH:9]([C:8]1[C:3]([OH:2])=[CH:4][C:5]([CH:14]=[CH:15][C:16]2[S:17][CH:18]=[CH:19][CH:20]=2)=[CH:6][C:7]=1[OH:12])([CH3:11])[CH3:10]. Given the reactants C[O:2][C:3]1[CH:4]=[C:5]([CH:14]=[CH:15][C:16]2[S:17][CH:18]=[CH:19][CH:20]=2)[CH:6]=[C:7]([O:12]C)[C:8]=1[CH:9]([CH3:11])[CH3:10].Cl.N1C=CC=CC=1, predict the reaction product. (6) Given the reactants [CH2:1]([O:3][CH2:4][N:5]1[C:13]2[C:12](=[O:14])[N:11]([CH2:15][CH2:16][CH2:17][CH2:18][C@H:19]([OH:21])[CH3:20])[C:10](=[O:22])[N:9]([CH3:23])[C:8]=2[N:7]=[C:6]1[SH:24])[CH3:2].Br[CH2:26][CH2:27][Cl:28], predict the reaction product. The product is: [CH2:1]([O:3][CH2:4][N:5]1[C:13]2[C:12](=[O:14])[N:11]([CH2:15][CH2:16][CH2:17][CH2:18][C@H:19]([OH:21])[CH3:20])[C:10](=[O:22])[N:9]([CH3:23])[C:8]=2[N:7]=[C:6]1[S:24][CH2:26][CH2:27][Cl:28])[CH3:2]. (7) Given the reactants [F:1][C:2]([F:26])([F:25])[C:3]1[CH:20]=[C:19]([C:21]([F:24])([F:23])[F:22])[CH:18]=[CH:17][C:4]=1[CH2:5][O:6][C:7]1[CH:14]=[CH:13][C:10]([CH:11]=O)=[CH:9][C:8]=1[O:15][CH3:16].[CH2:27]([N:34]1[C:38](=[NH:39])[CH2:37][NH:36][C:35]1=[O:40])[C:28]1[CH:33]=[CH:32][CH:31]=[CH:30][CH:29]=1.N1CCCCC1, predict the reaction product. The product is: [CH2:27]([N:34]1[C:38](=[NH:39])/[C:37](=[CH:11]/[C:10]2[CH:13]=[CH:14][C:7]([O:6][CH2:5][C:4]3[CH:17]=[CH:18][C:19]([C:21]([F:22])([F:23])[F:24])=[CH:20][C:3]=3[C:2]([F:1])([F:25])[F:26])=[C:8]([O:15][CH3:16])[CH:9]=2)/[NH:36][C:35]1=[O:40])[C:28]1[CH:29]=[CH:30][CH:31]=[CH:32][CH:33]=1. (8) Given the reactants [F:1][C:2]([F:29])([F:28])[C:3]1[CH:4]=[C:5]([C:13]([CH3:27])([CH3:26])[C:14]([N:16]([C:18]2[CH:19]=[N:20][C:21]([Cl:25])=[CH:22][C:23]=2I)[CH3:17])=[O:15])[CH:6]=[C:7]([C:9]([F:12])([F:11])[F:10])[CH:8]=1.[Cl:30][C:31]1[CH:36]=[C:35]([F:37])[CH:34]=[CH:33][C:32]=1B(O)O.C(=O)([O-])[O-].[Na+].[Na+], predict the reaction product. The product is: [F:1][C:2]([F:29])([F:28])[C:3]1[CH:4]=[C:5]([C:13]([CH3:27])([CH3:26])[C:14]([N:16]([C:18]2[CH:19]=[N:20][C:21]([Cl:25])=[CH:22][C:23]=2[C:32]2[CH:33]=[CH:34][C:35]([F:37])=[CH:36][C:31]=2[Cl:30])[CH3:17])=[O:15])[CH:6]=[C:7]([C:9]([F:12])([F:11])[F:10])[CH:8]=1. (9) Given the reactants [CH3:1][C@H:2]1[CH2:6][CH2:5][CH2:4][N:3]1[C@H:7]1[CH2:11][CH2:10][N:9]([C:12]2[CH:13]=[C:14]3[C:19](=[CH:20][CH:21]=2)[CH2:18][NH:17][CH2:16][CH2:15]3)[CH2:8]1.Br[C:23]1[CH:24]=[N:25][C:26]2[C:31]([CH:32]=1)=[CH:30][CH:29]=[CH:28][CH:27]=2, predict the reaction product. The product is: [CH3:1][C@H:2]1[CH2:6][CH2:5][CH2:4][N:3]1[C@H:7]1[CH2:11][CH2:10][N:9]([C:12]2[CH:13]=[C:14]3[C:19](=[CH:20][CH:21]=2)[CH2:18][N:17]([C:23]2[CH:24]=[N:25][C:26]4[C:31]([CH:32]=2)=[CH:30][CH:29]=[CH:28][CH:27]=4)[CH2:16][CH2:15]3)[CH2:8]1. (10) The product is: [NH2:1][C@H:2]([C:8]([OH:10])=[O:9])[CH2:3][CH2:4][C:5]([NH:46][C:47]1[CH:48]=[C:49]([CH:55]=[CH:56][CH:57]=1)[C:50]([OH:52])=[O:51])=[O:6]. Given the reactants [NH:1](C(OC(C)(C)C)=O)[C@H:2]([C:8]([O:10]C(C)(C)C)=[O:9])[CH2:3][CH2:4][C:5](=O)[OH:6].CN(C(ON1N=NC2C=CC=NC1=2)=[N+](C)C)C.F[P-](F)(F)(F)(F)F.[NH2:46][C:47]1[CH:48]=[C:49]([CH:55]=[CH:56][CH:57]=1)[C:50]([O:52]CC)=[O:51].O.[OH-].[Li+].[OH-].[Li+].Cl, predict the reaction product.